Dataset: CYP2C9 inhibition data for predicting drug metabolism from PubChem BioAssay. Task: Regression/Classification. Given a drug SMILES string, predict its absorption, distribution, metabolism, or excretion properties. Task type varies by dataset: regression for continuous measurements (e.g., permeability, clearance, half-life) or binary classification for categorical outcomes (e.g., BBB penetration, CYP inhibition). Dataset: cyp2c9_veith. (1) The molecule is COc1ccc(NC(=O)CSc2nc3ccccc3c(=O)n2CCC(=O)N2CCCCC2)cc1. The result is 1 (inhibitor). (2) The molecule is COc1ccc(C(=O)NC(CO)c2nnc(SCc3ccc(Cl)c(Cl)c3)n2C)cc1. The result is 1 (inhibitor). (3) The molecule is Cc1cc(NC(=O)COC(=O)c2ccc(S(=O)(=O)N3CCCc4ccccc43)cc2)no1. The result is 1 (inhibitor). (4) The molecule is CO/N=C(\C(=O)N[C@@H]1C(=O)N2C(C(=O)[O-])=C(C[N+]3(C)CCCC3)CS[C@@H]12)c1csc(N)n1.Cl.O. The result is 0 (non-inhibitor).